From a dataset of Forward reaction prediction with 1.9M reactions from USPTO patents (1976-2016). Predict the product of the given reaction. (1) Given the reactants [C:1]([O-:14])(=[O:13])[CH2:2][CH2:3][CH2:4][CH2:5][CH2:6][CH2:7][CH2:8][CH2:9][CH2:10][CH2:11][CH3:12].[CH3:15]C(C)=O, predict the reaction product. The product is: [C:1]([O:14][CH3:15])(=[O:13])[CH2:2][CH2:3][CH2:4][CH2:5][CH2:6][CH2:7][CH2:8][CH2:9][CH2:10][CH2:11][CH3:12]. (2) Given the reactants [Br:1][C:2]1[C:3]([CH3:8])=[N:4][S:5][C:6]=1[NH2:7].C(N(CC)CC)C.[CH2:16]1[CH:23]2[C:19]3([C:25](Cl)=[O:26])[CH2:20][CH:21]([CH2:24][CH:17]1[CH2:18]3)[CH2:22]2, predict the reaction product. The product is: [Br:1][C:2]1[C:3]([CH3:8])=[N:4][S:5][C:6]=1[NH:7][C:25]([C:19]12[CH2:20][CH:21]3[CH2:24][CH:17]([CH2:16][CH:23]1[CH2:22]3)[CH2:18]2)=[O:26]. (3) Given the reactants [CH2:1]([N:9]1[CH:13]=[C:12]([C:14]2[C:22]3[C:17](=[N:18][CH:19]=[C:20]([C:23]4[CH:28]=[CH:27][C:26]([N:29]5[CH2:34][CH2:33][NH:32][CH2:31][CH2:30]5)=[CH:25][CH:24]=4)[CH:21]=3)[N:16]([S:35]([C:38]3[CH:44]=[CH:43][C:41]([CH3:42])=[CH:40][CH:39]=3)(=[O:37])=[O:36])[CH:15]=2)[CH:11]=[N:10]1)[CH2:2][C:3]1[CH:8]=[CH:7][CH:6]=[CH:5][CH:4]=1.[CH3:45][C@H:46]1[CH2:48][O:47]1.CCN(C(C)C)C(C)C, predict the reaction product. The product is: [CH2:1]([N:9]1[CH:13]=[C:12]([C:14]2[C:22]3[C:17](=[N:18][CH:19]=[C:20]([C:23]4[CH:24]=[CH:25][C:26]([N:29]5[CH2:30][CH2:31][N:32]([CH2:45][C@@H:46]([OH:47])[CH3:48])[CH2:33][CH2:34]5)=[CH:27][CH:28]=4)[CH:21]=3)[N:16]([S:35]([C:38]3[CH:39]=[CH:40][C:41]([CH3:42])=[CH:43][CH:44]=3)(=[O:37])=[O:36])[CH:15]=2)[CH:11]=[N:10]1)[CH2:2][C:3]1[CH:4]=[CH:5][CH:6]=[CH:7][CH:8]=1. (4) Given the reactants [F:1][C:2]([F:41])([F:40])[O:3][C:4]1[CH:5]=[C:6]([C:10]2[N:11](COCC[Si](C)(C)C)[C:12]([C:15]3[CH:16]=[C:17]([NH:21][C:22]4[CH:30]=[C:29]5[C:25]([CH2:26][C:27](=[O:31])[NH:28]5)=[CH:24][CH:23]=4)[CH:18]=[CH:19][CH:20]=3)=[N:13][N:14]=2)[CH:7]=[CH:8][CH:9]=1.O.C1(C)C=CC(S(O)(=O)=O)=CC=1, predict the reaction product. The product is: [F:40][C:2]([F:1])([F:41])[O:3][C:4]1[CH:5]=[C:6]([C:10]2[NH:11][C:12]([C:15]3[CH:16]=[C:17]([NH:21][C:22]4[CH:30]=[C:29]5[C:25]([CH2:26][C:27](=[O:31])[NH:28]5)=[CH:24][CH:23]=4)[CH:18]=[CH:19][CH:20]=3)=[N:13][N:14]=2)[CH:7]=[CH:8][CH:9]=1.